Dataset: Reaction yield outcomes from USPTO patents with 853,638 reactions. Task: Predict the reaction yield, written as a fraction of the theoretical maximum amount of product (1.0 means a 100% yield; for example, 0.34 means a 34% yield). (1) The reactants are [F:1][C:2]1[CH:3]=[C:4]([NH2:10])[C:5]([NH2:9])=[CH:6][C:7]=1[F:8].[O:11]=[CH:12][C:13](OCC)=O. The catalyst is C(O)C. The product is [F:1][C:2]1[CH:3]=[C:4]2[C:5](=[CH:6][C:7]=1[F:8])[NH:9][C:12](=[O:11])[CH:13]=[N:10]2. The yield is 0.730. (2) The product is [CH2:1]([O:3][C:4](=[O:28])[CH2:5][C:6]1[CH:11]=[C:10]([C:34]2[CH:35]=[CH:36][C:31]([C:30]([F:41])([F:40])[F:29])=[CH:32][CH:33]=2)[CH:9]=[C:8]([O:20][CH2:21][C:22]2[CH:23]=[CH:24][CH:25]=[CH:26][CH:27]=2)[CH:7]=1)[CH3:2]. The yield is 1.00. The catalyst is CCOC(C)=O. The reactants are [CH2:1]([O:3][C:4](=[O:28])[CH2:5][C:6]1[CH:11]=[C:10](OS(C(F)(F)F)(=O)=O)[CH:9]=[C:8]([O:20][CH2:21][C:22]2[CH:27]=[CH:26][CH:25]=[CH:24][CH:23]=2)[CH:7]=1)[CH3:2].[F:29][C:30]([F:41])([F:40])[C:31]1[CH:36]=[CH:35][C:34](B(O)O)=[CH:33][CH:32]=1.COCCOC.C([O-])([O-])=O.[Na+].[Na+]. (3) The reactants are [NH2:1][C:2]1[CH:12]=[CH:11][C:5]([C:6]([O:8][CH2:9][CH3:10])=[O:7])=[CH:4][CH:3]=1.[Cl:13][C:14]1[CH:19]=[CH:18][C:17]([CH:20]([CH2:30][C:31](=[O:39])NC2C=CC=CC=2)[CH2:21][NH:22][C:23](=[O:29])[O:24][C:25]([CH3:28])([CH3:27])[CH3:26])=[CH:16][CH:15]=1. No catalyst specified. The product is [C:25]([O:24][C:23]([NH:22][CH2:21][CH:20]([C:17]1[CH:18]=[CH:19][C:14]([Cl:13])=[CH:15][CH:16]=1)[CH2:30][C:31]([NH:1][C:2]1[CH:3]=[CH:4][C:5]([C:6]([O:8][CH2:9][CH3:10])=[O:7])=[CH:11][CH:12]=1)=[O:39])=[O:29])([CH3:28])([CH3:26])[CH3:27]. The yield is 0.720. (4) The reactants are ClS(O)(=O)=O.[N+:6]([C:9]1[CH:25]=[CH:24][C:12]([O:13]/[C:14](=[CH:19]\[C:20]([O:22]C)=O)/[C:15]([O:17][CH3:18])=[O:16])=[CH:11][CH:10]=1)([O-:8])=[O:7].[N+](C1C=CC(O/C(=C/C(OC)=O)/C(OC)=O)=CC=1)([O-])=O. No catalyst specified. The product is [N+:6]([C:9]1[CH:10]=[CH:11][C:12]2[O:13][C:14]([C:15]([O:17][CH3:18])=[O:16])=[CH:19][C:20](=[O:22])[C:24]=2[CH:25]=1)([O-:8])=[O:7]. The yield is 0.950. (5) The reactants are F.F.F.C(N(CC)CC)C.[Si]([O:28][CH2:29][C@H:30]1[O:34][C@@H:33]([N:35]2[CH:42]=[C:41]([CH3:43])[C:39](=[O:40])[NH:38][C:36]2=[O:37])[C@H:32]([O:44][CH2:45][CH2:46][O:47][N:48]([CH3:50])[CH3:49])[C@@H:31]1[OH:51])(C(C)(C)C)(C1C=CC=CC=1)C1C=CC=CC=1.CO. The catalyst is C1COCC1.C(Cl)Cl. The product is [CH3:49][N:48]([CH3:50])[O:47][CH2:46][CH2:45][O:44][C@@H:32]1[C@H:31]([OH:51])[C@@H:30]([CH2:29][OH:28])[O:34][C@H:33]1[N:35]1[CH:42]=[C:41]([CH3:43])[C:39](=[O:40])[NH:38][C:36]1=[O:37]. The yield is 0.925.